From a dataset of Serine/threonine kinase 33 screen with 319,792 compounds. Binary Classification. Given a drug SMILES string, predict its activity (active/inactive) in a high-throughput screening assay against a specified biological target. (1) The drug is FC(F)(F)c1ccc(N2CCN(CC2)C(=O)c2c(c(ccc2)C)C)nc1. The result is 0 (inactive). (2) The result is 0 (inactive). The drug is S(=O)(=O)(N1CCCCC1)c1cc(NC(=O)c2noc(c2)C)c(OC)cc1.